Dataset: Full USPTO retrosynthesis dataset with 1.9M reactions from patents (1976-2016). Task: Predict the reactants needed to synthesize the given product. (1) Given the product [CH2:1]([C@H:3]1[C@@H:7]([C:8]2[N:12]3[C:13]4[CH:19]=[CH:18][NH:17][C:14]=4[N:15]=[CH:16][C:11]3=[N:10][N:9]=2)[CH2:6][C@@H:5]([CH2:20][C:21]2[O:22][N:31]=[C:28]([CH2:29][OH:30])[N:27]=2)[CH2:4]1)[CH3:2], predict the reactants needed to synthesize it. The reactants are: [CH2:1]([C@H:3]1[C@@H:7]([C:8]2[N:12]3[C:13]4[CH:19]=[CH:18][NH:17][C:14]=4[N:15]=[CH:16][C:11]3=[N:10][N:9]=2)[CH2:6][C@@H:5]([CH2:20][C:21](OCC)=[O:22])[CH2:4]1)[CH3:2].O/[N:27]=[C:28](\[NH2:31])/[CH2:29][OH:30].C([O-])([O-])=O.[K+].[K+]. (2) Given the product [C:1]([O:5][C:6](=[O:33])[NH:7][CH:8]1[CH2:13][CH2:12][CH:11]([NH:14][C:15]2[N:20]=[C:19]3[NH:21][N:22]=[C:23]([C:24]4[CH:29]=[CH:28][N:27]=[C:26]([NH:39][CH2:38][C:37]5[CH:40]=[CH:41][CH:42]=[C:35]([F:34])[CH:36]=5)[N:25]=4)[C:18]3=[CH:17][N:16]=2)[CH2:10][CH2:9]1)([CH3:4])([CH3:3])[CH3:2], predict the reactants needed to synthesize it. The reactants are: [C:1]([O:5][C:6](=[O:33])[NH:7][CH:8]1[CH2:13][CH2:12][CH:11]([NH:14][C:15]2[N:20]=[C:19]3[NH:21][N:22]=[C:23]([C:24]4[CH:29]=[CH:28][N:27]=[C:26](S(C)=O)[N:25]=4)[C:18]3=[CH:17][N:16]=2)[CH2:10][CH2:9]1)([CH3:4])([CH3:3])[CH3:2].[F:34][C:35]1[CH:36]=[C:37]([CH:40]=[CH:41][CH:42]=1)[CH2:38][NH2:39]. (3) Given the product [C:17]([NH:1][CH2:2][C@H:3]1[O:7][C@@H:6]([N:8]2[CH:15]=[CH:14][C:12](=[O:13])[NH:11][C:9]2=[O:10])[CH2:5][C@@H:4]1[OH:16])([C:18]1[CH:23]=[CH:22][CH:21]=[CH:20][CH:19]=1)([C:30]1[CH:31]=[CH:32][CH:33]=[CH:34][CH:35]=1)[C:24]1[CH:25]=[CH:26][CH:27]=[CH:28][CH:29]=1, predict the reactants needed to synthesize it. The reactants are: [NH2:1][CH2:2][C@H:3]1[O:7][C@@H:6]([N:8]2[CH:15]=[CH:14][C:12](=[O:13])[NH:11][C:9]2=[O:10])[CH2:5][C@@H:4]1[OH:16].[C:17](Cl)([C:30]1[CH:35]=[CH:34][CH:33]=[CH:32][CH:31]=1)([C:24]1[CH:29]=[CH:28][CH:27]=[CH:26][CH:25]=1)[C:18]1[CH:23]=[CH:22][CH:21]=[CH:20][CH:19]=1.